From a dataset of NCI-60 drug combinations with 297,098 pairs across 59 cell lines. Regression. Given two drug SMILES strings and cell line genomic features, predict the synergy score measuring deviation from expected non-interaction effect. (1) Drug 1: CC(C1=C(C=CC(=C1Cl)F)Cl)OC2=C(N=CC(=C2)C3=CN(N=C3)C4CCNCC4)N. Drug 2: C1=C(C(=O)NC(=O)N1)N(CCCl)CCCl. Cell line: ACHN. Synergy scores: CSS=65.4, Synergy_ZIP=5.98, Synergy_Bliss=4.98, Synergy_Loewe=5.58, Synergy_HSA=6.08. (2) Drug 1: CC(C1=C(C=CC(=C1Cl)F)Cl)OC2=C(N=CC(=C2)C3=CN(N=C3)C4CCNCC4)N. Drug 2: C1CCC(CC1)NC(=O)N(CCCl)N=O. Cell line: NCI-H322M. Synergy scores: CSS=-6.74, Synergy_ZIP=-0.504, Synergy_Bliss=-3.80, Synergy_Loewe=-6.69, Synergy_HSA=-6.10. (3) Drug 1: CS(=O)(=O)OCCCCOS(=O)(=O)C. Drug 2: COC1=C2C(=CC3=C1OC=C3)C=CC(=O)O2. Cell line: NCI-H522. Synergy scores: CSS=5.07, Synergy_ZIP=-1.73, Synergy_Bliss=-0.360, Synergy_Loewe=-3.00, Synergy_HSA=-1.42. (4) Synergy scores: CSS=26.1, Synergy_ZIP=-6.81, Synergy_Bliss=-3.27, Synergy_Loewe=-8.31, Synergy_HSA=-0.00128. Cell line: RPMI-8226. Drug 1: C1C(C(OC1N2C=C(C(=O)NC2=O)F)CO)O. Drug 2: C(CCl)NC(=O)N(CCCl)N=O. (5) Drug 1: CCCS(=O)(=O)NC1=C(C(=C(C=C1)F)C(=O)C2=CNC3=C2C=C(C=N3)C4=CC=C(C=C4)Cl)F. Drug 2: CCN(CC)CCCC(C)NC1=C2C=C(C=CC2=NC3=C1C=CC(=C3)Cl)OC. Cell line: COLO 205. Synergy scores: CSS=55.9, Synergy_ZIP=0.634, Synergy_Bliss=-0.313, Synergy_Loewe=-1.67, Synergy_HSA=3.40. (6) Drug 1: CN(C(=O)NC(C=O)C(C(C(CO)O)O)O)N=O. Drug 2: CCC1(C2=C(COC1=O)C(=O)N3CC4=CC5=C(C=CC(=C5CN(C)C)O)N=C4C3=C2)O.Cl. Cell line: COLO 205. Synergy scores: CSS=-9.62, Synergy_ZIP=-13.4, Synergy_Bliss=-33.1, Synergy_Loewe=-69.4, Synergy_HSA=-37.5.